Dataset: Peptide-MHC class II binding affinity with 134,281 pairs from IEDB. Task: Regression. Given a peptide amino acid sequence and an MHC pseudo amino acid sequence, predict their binding affinity value. This is MHC class II binding data. The peptide sequence is SGARSNVTFTVNQTS. The MHC is DRB3_0101 with pseudo-sequence DRB3_0101. The binding affinity (normalized) is 0.179.